Dataset: Full USPTO retrosynthesis dataset with 1.9M reactions from patents (1976-2016). Task: Predict the reactants needed to synthesize the given product. Given the product [Cl:22][CH2:16][C:13]1[CH:14]=[CH:15][C:10]([O:9][C:6]2[CH:5]=[CH:4][C:3]([C:2]([F:19])([F:18])[F:1])=[CH:8][N:7]=2)=[CH:11][CH:12]=1, predict the reactants needed to synthesize it. The reactants are: [F:1][C:2]([F:19])([F:18])[C:3]1[CH:4]=[CH:5][C:6]([O:9][C:10]2[CH:15]=[CH:14][C:13]([CH2:16]O)=[CH:12][CH:11]=2)=[N:7][CH:8]=1.S(Cl)([Cl:22])=O.